The task is: Predict the reaction yield, written as a fraction of the theoretical maximum amount of product (1.0 means a 100% yield; for example, 0.34 means a 34% yield).. This data is from Reaction yield outcomes from USPTO patents with 853,638 reactions. (1) The reactants are [Br:1][C:2]1[CH:20]=[CH:19][C:5]2[C:6]3[N:7]=[C:8]([C:14]4O[CH:16]=[N:17][N:18]=4)[S:9][C:10]=3[CH2:11][CH2:12][O:13][C:4]=2[CH:3]=1.Cl.[CH:22]([NH2:25])([CH3:24])[CH3:23]. The catalyst is N1C=CC=CC=1. The product is [Br:1][C:2]1[CH:20]=[CH:19][C:5]2[C:6]3[N:7]=[C:8]([C:14]4[N:25]([CH:22]([CH3:24])[CH3:23])[CH:16]=[N:17][N:18]=4)[S:9][C:10]=3[CH2:11][CH2:12][O:13][C:4]=2[CH:3]=1. The yield is 0.400. (2) The reactants are [CH3:1][C:2]1[CH:7]=[C:6]([N+:8]([O-:10])=[O:9])[C:5]([O:11][CH2:12][CH3:13])=[CH:4][C:3]=1F.C([O-])([O-])=O.[K+].[K+].Cl.[CH3:22][S:23]([CH2:26][CH2:27][N:28]1[CH2:33][CH2:32][NH:31][CH2:30][CH2:29]1)(=[O:25])=[O:24]. The catalyst is CS(C)=O.C(Cl)Cl. The product is [CH3:1][C:2]1[CH:7]=[C:6]([N+:8]([O-:10])=[O:9])[C:5]([O:11][CH2:12][CH3:13])=[CH:4][C:3]=1[N:31]1[CH2:30][CH2:29][N:28]([CH2:27][CH2:26][S:23]([CH3:22])(=[O:24])=[O:25])[CH2:33][CH2:32]1. The yield is 0.900. (3) The product is [CH:39]1([C:37]([NH:36][C:34]2[N:35]=[C:30]3[CH:29]=[CH:28][C:27]([O:26][C:25]4[CH:42]=[CH:43][C:44]([CH3:45])=[C:23]([NH:22][C:8]([C:7]5[N:3]([CH2:1][CH3:2])[N:4]=[CH:5][CH:6]=5)=[O:10])[CH:24]=4)=[N:32][N:31]3[CH:33]=2)=[O:38])[CH2:40][CH2:41]1. The yield is 0.750. The reactants are [CH2:1]([N:3]1[C:7]([C:8]([OH:10])=O)=[CH:6][CH:5]=[N:4]1)[CH3:2].O1CCCC1.C(Cl)(=O)C(Cl)=O.[NH2:22][C:23]1[CH:24]=[C:25]([CH:42]=[CH:43][C:44]=1[CH3:45])[O:26][C:27]1[CH:28]=[CH:29][C:30]2[N:31]([CH:33]=[C:34]([NH:36][C:37]([CH:39]3[CH2:41][CH2:40]3)=[O:38])[N:35]=2)[N:32]=1. The catalyst is CN(C)C=O.CN(C)C(=O)C. (4) The reactants are [NH:1]1[CH2:6][CH2:5][S:4][CH2:3][CH2:2]1.[F:7][C:8]1[CH:9]=[C:10]([N+:16]([O-:18])=[O:17])[CH:11]=[C:12]([F:15])[C:13]=1F. The catalyst is C(#N)C. The product is [F:7][C:8]1[CH:9]=[C:10]([N+:16]([O-:18])=[O:17])[CH:11]=[C:12]([F:15])[C:13]=1[N:1]1[CH2:6][CH2:5][S:4][CH2:3][CH2:2]1. The yield is 0.850. (5) The reactants are [Cl:1][C:2]1[CH:7]=[CH:6][C:5]([CH:8]2[CH2:13][C:12](=[O:14])[NH:11][C:10]([CH3:15])=[C:9]2[C:16]([OH:18])=O)=[C:4]([F:19])[CH:3]=1.[NH2:20][C:21]1[CH:22]=[C:23]2[C:27](=[CH:28][CH:29]=1)[NH:26][N:25]=[C:24]2[CH2:30][CH3:31].C(Cl)CCl.CCN(CC)CC. The catalyst is CN(C=O)C.CCOC(C)=O.Cl. The product is [Cl:1][C:2]1[CH:7]=[CH:6][C:5]([CH:8]2[CH2:13][C:12](=[O:14])[NH:11][C:10]([CH3:15])=[C:9]2[C:16]([NH:20][C:21]2[CH:22]=[C:23]3[C:27](=[CH:28][CH:29]=2)[NH:26][N:25]=[C:24]3[CH2:30][CH3:31])=[O:18])=[C:4]([F:19])[CH:3]=1. The yield is 0.350. (6) The reactants are [CH3:1][C@H:2]([OH:6])[CH2:3][CH2:4][CH3:5].C(N(CC)CC)C.[CH3:14][S:15](Cl)(=[O:17])=[O:16].[Cl-].[Na+].C(=O)([O-])O.[Na+]. The yield is 0.946. The product is [CH3:14][S:15]([O:6][C@H:2]([CH2:3][CH2:4][CH3:5])[CH3:1])(=[O:17])=[O:16]. The catalyst is O.C(OCC)(=O)C. (7) The catalyst is C(Cl)Cl.[Cl-].[Cl-].[Cl-].[Cl-].[Zr+4]. The yield is 0.180. The reactants are [C:1]([O:23]C)(=O)[CH2:2][CH2:3][CH2:4][CH2:5][CH2:6][CH2:7][CH2:8]/[CH:9]=[CH:10]\[CH2:11][CH2:12][CH2:13][CH2:14][CH2:15][CH2:16][CH2:17][C:18]([O:20][CH3:21])=[O:19].N(CCCC)(CCCC)CCCC.O. The product is [CH3:21][O:20][C:18]([CH:17]1[CH2:16][CH2:15][CH2:14][CH2:13][CH2:12][CH2:11][CH:10]=[CH:9][CH2:8][CH2:7][CH2:6][CH2:5][CH2:4][CH2:3][CH2:2][C:1]1=[O:23])=[O:19]. (8) The reactants are [C:1]([C:4]1[CH:14]=[CH:13][C:12]2[CH:11]3[CH2:15][CH:7]([CH2:8][N:9]([C:16](=[O:21])C(F)(F)F)[CH2:10]3)[C:6]=2[CH:5]=1)(=[O:3])[CH3:2].[NH4+].[OH-].[C:24]([O:28]C(OC([O:28][C:24]([CH3:27])([CH3:26])[CH3:25])=O)=O)([CH3:27])([CH3:26])[CH3:25].O. The catalyst is CO. The product is [C:24]([O:28][C:16]([N:9]1[CH2:8][CH:7]2[CH2:15][CH:11]([C:12]3[CH:13]=[CH:14][C:4]([C:1](=[O:3])[CH3:2])=[CH:5][C:6]=32)[CH2:10]1)=[O:21])([CH3:27])([CH3:26])[CH3:25]. The yield is 1.00. (9) The reactants are [CH3:1][C@@H:2]([S:5]([C:8]([CH3:13])([CH3:12])[C:9]([OH:11])=O)(=[O:7])=[O:6])[CH2:3][CH3:4].C(Cl)(=O)C(Cl)=O.C(N(CC)C(C)C)(C)C.[CH3:29][O:30][C:31]1[CH:36]=[CH:35][C:34]([C:37]2[NH:38][C:39]([NH2:42])=[N:40][N:41]=2)=[CH:33][CH:32]=1. The catalyst is CN(C=O)C.C(Cl)Cl.C1COCC1. The product is [CH3:1][C@@H:2]([S:5]([C:8]([CH3:13])([CH3:12])[C:9]([NH:42][C:39]1[NH:38][C:37]([C:34]2[CH:35]=[CH:36][C:31]([O:30][CH3:29])=[CH:32][CH:33]=2)=[N:41][N:40]=1)=[O:11])(=[O:6])=[O:7])[CH2:3][CH3:4]. The yield is 0.130.